The task is: Predict which catalyst facilitates the given reaction.. This data is from Catalyst prediction with 721,799 reactions and 888 catalyst types from USPTO. (1) Reactant: [Cl:1][C:2]1[CH:7]=[CH:6][C:5]([CH:8]=[CH:9][N+:10]([O-])=O)=[CH:4][C:3]=1[O:13][CH3:14].[H-].[H-].[H-].[H-].[Li+].[Al+3]. Product: [Cl:1][C:2]1[CH:7]=[CH:6][C:5]([CH2:8][CH2:9][NH2:10])=[CH:4][C:3]=1[O:13][CH3:14]. The catalyst class is: 1. (2) Reactant: [F-].C([N+](CCCC)(CCCC)CCCC)CCC.C([O:22][C:23](OC(C)C)(OC(C)C)[C:24]1([O:40][CH3:41])[CH:29]=[CH:28][C:27]([CH2:30][C:31]([NH:33][C:34]2[CH:39]=[CH:38][CH:37]=[CH:36][CH:35]=2)=[O:32])=[CH:26][CH2:25]1)(C)C. Product: [OH:22][CH2:23][C:24]1([O:40][CH3:41])[CH:25]=[CH:26][C:27]([CH2:30][C:31]([NH:33][C:34]2[CH:39]=[CH:38][CH:37]=[CH:36][CH:35]=2)=[O:32])=[CH:28][CH2:29]1. The catalyst class is: 56. (3) The catalyst class is: 104. Reactant: [C:1]1(B(O)O)[CH:6]=[CH:5][CH:4]=[CH:3][CH:2]=1.Br[C:11]1[CH:16]=[CH:15][N:14]=[C:13]([OH:17])[CH:12]=1.C(Cl)Cl. Product: [C:1]1([C:11]2[CH:16]=[CH:15][N:14]=[C:13]([OH:17])[CH:12]=2)[CH:6]=[CH:5][CH:4]=[CH:3][CH:2]=1. (4) Reactant: [B:1]1[O:2][CH:3]=[C:4]2[CH:9]=[C:8]([CH2:10][NH2:11])[CH:7]=[CH:6][C:5]=12.[C:12]([C:16]1[N:20]=[C:19]([C:21](O)=[O:22])[O:18][N:17]=1)([CH3:15])([CH3:14])[CH3:13].C1CN([P+](Br)(N2CCCC2)N2CCCC2)CC1.F[P-](F)(F)(F)(F)F.CN(C=[O:52])C.CCN(C(C)C)C(C)C. Product: [OH:52][B:1]1[C:5]2[CH:6]=[CH:7][C:8]([CH2:10][NH:11][C:21]([C:19]3[O:18][N:17]=[C:16]([C:12]([CH3:15])([CH3:14])[CH3:13])[N:20]=3)=[O:22])=[CH:9][C:4]=2[CH2:3][O:2]1. The catalyst class is: 6. (5) Reactant: Br[C:2]1[CH:7]=[CH:6][C:5]([CH2:8][N:9]([CH3:17])[C:10]([N:12]2[CH2:16][CH2:15][CH2:14][CH2:13]2)=[O:11])=[CH:4][CH:3]=1.[F:18][C:19]([F:30])([F:29])[C:20]1[C:28]2[CH2:27][CH2:26][CH2:25][CH2:24][C:23]=2[NH:22][N:21]=1.CN(C)CC(O)=O.C(=O)([O-])[O-].[K+].[K+]. Product: [CH3:17][N:9]([CH2:8][C:5]1[CH:6]=[CH:7][C:2]([N:22]2[C:23]3[CH2:24][CH2:25][CH2:26][CH2:27][C:28]=3[C:20]([C:19]([F:18])([F:30])[F:29])=[N:21]2)=[CH:3][CH:4]=1)[C:10]([N:12]1[CH2:16][CH2:15][CH2:14][CH2:13]1)=[O:11]. The catalyst class is: 156.